This data is from TCR-epitope binding with 47,182 pairs between 192 epitopes and 23,139 TCRs. The task is: Binary Classification. Given a T-cell receptor sequence (or CDR3 region) and an epitope sequence, predict whether binding occurs between them. The epitope is RPRGEVRFL. The TCR CDR3 sequence is CASRLQGINEKLFF. Result: 1 (the TCR binds to the epitope).